Dataset: Full USPTO retrosynthesis dataset with 1.9M reactions from patents (1976-2016). Task: Predict the reactants needed to synthesize the given product. Given the product [CH3:26][O:25][C:23]1[CH:24]=[C:19]([N:6]2[CH2:7][C@@H:1]3[C@H:5]2[CH2:4][N:3]([C:8]([O:10][CH2:11][C:12]2[CH:17]=[CH:16][CH:15]=[CH:14][CH:13]=2)=[O:9])[CH2:2]3)[CH:20]=[N:21][CH:22]=1, predict the reactants needed to synthesize it. The reactants are: [C@@H:1]12[CH2:7][NH:6][C@@H:5]1[CH2:4][N:3]([C:8]([O:10][CH2:11][C:12]1[CH:17]=[CH:16][CH:15]=[CH:14][CH:13]=1)=[O:9])[CH2:2]2.Br[C:19]1[CH:20]=[N:21][CH:22]=[C:23]([O:25][CH3:26])[CH:24]=1.